From a dataset of Full USPTO retrosynthesis dataset with 1.9M reactions from patents (1976-2016). Predict the reactants needed to synthesize the given product. (1) Given the product [C:19]1([C:44]([C:42]2[NH:43][C:39]([CH2:38][C:36]3[S:37][CH:33]=[CH:34][CH:35]=3)=[CH:40][CH:41]=2)=[O:45])[CH:20]=[CH:21][CH:22]=[CH:24][CH:1]=1, predict the reactants needed to synthesize it. The reactants are: [C:1]12[CH:24]=[C:22]3N=[C:19]([CH:20]=[CH:21]3)C=C3NC(C=C3)=C[C:19]3=N[C:22]([CH:21]=[CH:20]3)=[CH:24][C:1](N1)=CC=2.COC1C=CC(C([C:33]2[S:37][C:36]([CH2:38][C:39]3[NH:43][C:42]([CH:44]=[O:45])=[CH:41][CH:40]=3)=[CH:35][CH:34]=2)=O)=CC=1. (2) Given the product [CH3:1][C:2]1[C:3]([C:15]2[CH:20]=[CH:19][CH:18]=[CH:17][CH:16]=2)=[N:4][C:5]2[C:10]([C:11]=1[C:12]1[O:27][C:23]([C:28]3[CH:33]=[CH:32][CH:31]=[CH:30][CH:29]=3)([CH2:24][CH2:25][CH3:26])[CH2:22][N:21]=1)=[CH:9][CH:8]=[CH:7][CH:6]=2, predict the reactants needed to synthesize it. The reactants are: [CH3:1][C:2]1[C:3]([C:15]2[CH:20]=[CH:19][CH:18]=[CH:17][CH:16]=2)=[N:4][C:5]2[C:10]([C:11]=1[C:12](O)=O)=[CH:9][CH:8]=[CH:7][CH:6]=2.[NH2:21][CH2:22][C:23]([C:28]1[CH:33]=[CH:32][CH:31]=[CH:30][CH:29]=1)([OH:27])[CH2:24][CH2:25][CH3:26]. (3) Given the product [CH3:1][C@@H:2]1[N:3]([CH2:17][C:18]2[CH:23]=[CH:22][CH:21]=[CH:20][N:19]=2)[CH2:4][CH2:5][N:6]([C:8]([O:10][C:11]([CH3:13])([CH3:12])[CH3:14])=[O:9])[CH2:7]1, predict the reactants needed to synthesize it. The reactants are: [CH3:1][C@H:2]1[CH2:7][N:6]([C:8]([O:10][C:11]([CH3:14])([CH3:13])[CH3:12])=[O:9])[CH2:5][CH2:4][NH:3]1.Br.Br[CH2:17][C:18]1[CH:23]=[CH:22][CH:21]=[CH:20][N:19]=1.C(N(CC)CC)C. (4) Given the product [C:3]([C:6]1[N:11]=[C:10]([C:12]2[CH:13]=[CH:14][C:15]([C:18]3[CH:23]=[CH:22][C:21]([CH2:24][C:25]([N:27]4[CH2:28][CH2:29][CH:30]([C:33]([OH:35])=[O:34])[CH2:31][CH2:32]4)=[O:26])=[CH:20][C:19]=3[Cl:38])=[CH:16][CH:17]=2)[C:9]([CH3:39])=[N:8][C:7]=1[CH3:40])(=[O:5])[NH2:4], predict the reactants needed to synthesize it. The reactants are: [OH-].[K+].[C:3]([C:6]1[N:11]=[C:10]([C:12]2[CH:17]=[CH:16][C:15]([C:18]3[CH:23]=[CH:22][C:21]([CH2:24][C:25]([N:27]4[CH2:32][CH2:31][CH:30]([C:33]([O:35]CC)=[O:34])[CH2:29][CH2:28]4)=[O:26])=[CH:20][C:19]=3[Cl:38])=[CH:14][CH:13]=2)[C:9]([CH3:39])=[N:8][C:7]=1[CH3:40])(=[O:5])[NH2:4]. (5) Given the product [NH2:8][CH2:9][CH2:10][CH2:11][N:12]1[C:21]2[C:22]3[CH:23]=[CH:24][CH:25]=[CH:26][C:27]=3[C:28](=[O:29])[C:20]=2[C:19]2[C:14](=[CH:15][C:16]([NH:30][C:31](=[O:38])[CH2:32][CH2:33][C:34]([O:36][CH3:37])=[O:35])=[CH:17][CH:18]=2)[C:13]1=[O:39], predict the reactants needed to synthesize it. The reactants are: C(OC([NH:8][CH2:9][CH2:10][CH2:11][N:12]1[C:21]2[C:22]3[CH:23]=[CH:24][CH:25]=[CH:26][C:27]=3[C:28](=[O:29])[C:20]=2[C:19]2[C:14](=[CH:15][C:16]([NH:30][C:31](=[O:38])[CH2:32][CH2:33][C:34]([O:36][CH3:37])=[O:35])=[CH:17][CH:18]=2)[C:13]1=[O:39])=O)(C)(C)C.FC(F)(F)C(O)=O. (6) Given the product [CH3:11][N:10]([C@@H:8]([CH3:9])[C:7]([N:5]1[CH2:6][C@H:2]([OH:1])[CH2:3][C@H:4]1[C:13]([NH:15][CH2:16][C:17]1[CH:22]=[CH:21][C:20]([C:23]2[S:27][CH:26]=[N:25][C:24]=2[CH3:28])=[CH:19][CH:18]=1)=[O:14])=[O:12])[C:43]([C:39]1([CH3:38])[CH2:42][O:41][CH2:40]1)=[O:44], predict the reactants needed to synthesize it. The reactants are: [OH:1][C@H:2]1[CH2:6][N:5]([C:7](=[O:12])[C@@H:8]([NH:10][CH3:11])[CH3:9])[C@H:4]([C:13]([NH:15][CH2:16][C:17]2[CH:22]=[CH:21][C:20]([C:23]3[S:27][CH:26]=[N:25][C:24]=3[CH3:28])=[CH:19][CH:18]=2)=[O:14])[CH2:3]1.CCN(C(C)C)C(C)C.[CH3:38][C:39]1([C:43](O)=[O:44])[CH2:42][O:41][CH2:40]1.CN(C(ON1N=NC2C=CC=NC1=2)=[N+](C)C)C.F[P-](F)(F)(F)(F)F. (7) Given the product [F:17][C:16]1[CH:15]=[C:14]([F:18])[CH:13]=[CH:12][C:11]=1[C:10]1[CH:9]=[C:8]([C:19]([OH:21])=[O:20])[C:7]([OH:22])=[C:6]([I:1])[CH:5]=1, predict the reactants needed to synthesize it. The reactants are: [I-:1].[Na+].[OH-].[Na+].[CH:5]1[C:10]([C:11]2[CH:12]=[CH:13][C:14]([F:18])=[CH:15][C:16]=2[F:17])=[CH:9][C:8]([C:19]([OH:21])=[O:20])=[C:7]([OH:22])[CH:6]=1.Cl[O-].[Na+].S([O-])([O-])(=O)=S.[Na+].[Na+].Cl. (8) Given the product [CH3:7][CH:6]1[C:21]2[C:16](=[CH:17][CH:18]=[CH:19][CH:20]=2)[C:14]([CH3:15])=[C:9]1[C:10]([OH:12])=[O:11], predict the reactants needed to synthesize it. The reactants are: S(=O)(=O)(O)O.[C:6]([CH:9]([CH:14]([C:16]1[CH:21]=[CH:20][CH:19]=[CH:18][CH:17]=1)[CH3:15])[C:10]([O:12]C)=[O:11])(=O)[CH3:7]. (9) Given the product [NH2:1][C:2]1[N:7]=[C:6]2[N:8]([C:11]([O:13][C:14]([CH3:17])([CH3:16])[CH3:15])=[O:12])[N:9]=[CH:10][C:5]2=[C:4]([C:24]2[O:25][CH:26]=[CH:27][CH:28]=2)[N:3]=1, predict the reactants needed to synthesize it. The reactants are: [NH2:1][C:2]1[N:7]=[C:6]2[N:8]([C:11]([O:13][C:14]([CH3:17])([CH3:16])[CH3:15])=[O:12])[N:9]=[CH:10][C:5]2=[C:4](Cl)[N:3]=1.C([Sn](CCCC)(CCCC)[C:24]1[O:25][CH:26]=[CH:27][CH:28]=1)CCC. (10) Given the product [Cl:1][C:2]1[CH:3]=[C:4]2[C:8](=[C:9]([F:11])[CH:10]=1)[NH:7][CH:6]=[C:5]2[CH2:19][CH2:20][NH:21][C:22](=[O:37])[C:23]1[CH:24]=[CH:25][C:26]([CH2:29][C:30]2[CH:35]=[CH:34][CH:33]=[C:32]([F:36])[CH:31]=2)=[CH:27][CH:28]=1, predict the reactants needed to synthesize it. The reactants are: [Cl:1][C:2]1[CH:3]=[C:4]2[C:8](=[C:9]([F:11])[CH:10]=1)[NH:7][C:6]([Si](CC)(CC)CC)=[C:5]2[CH2:19][CH2:20][NH:21][C:22](=[O:37])[C:23]1[CH:28]=[CH:27][C:26]([CH2:29][C:30]2[CH:35]=[CH:34][CH:33]=[C:32]([F:36])[CH:31]=2)=[CH:25][CH:24]=1.